This data is from NCI-60 drug combinations with 297,098 pairs across 59 cell lines. The task is: Regression. Given two drug SMILES strings and cell line genomic features, predict the synergy score measuring deviation from expected non-interaction effect. (1) Drug 1: COCCOC1=C(C=C2C(=C1)C(=NC=N2)NC3=CC=CC(=C3)C#C)OCCOC.Cl. Drug 2: CC1C(C(CC(O1)OC2CC(CC3=C2C(=C4C(=C3O)C(=O)C5=C(C4=O)C(=CC=C5)OC)O)(C(=O)CO)O)N)O.Cl. Cell line: UACC-257. Synergy scores: CSS=68.4, Synergy_ZIP=6.09, Synergy_Bliss=8.35, Synergy_Loewe=10.2, Synergy_HSA=11.6. (2) Drug 1: CN(CC1=CN=C2C(=N1)C(=NC(=N2)N)N)C3=CC=C(C=C3)C(=O)NC(CCC(=O)O)C(=O)O. Drug 2: CN(C(=O)NC(C=O)C(C(C(CO)O)O)O)N=O. Cell line: DU-145. Synergy scores: CSS=22.5, Synergy_ZIP=-3.86, Synergy_Bliss=3.93, Synergy_Loewe=-24.6, Synergy_HSA=3.21.